Dataset: Catalyst prediction with 721,799 reactions and 888 catalyst types from USPTO. Task: Predict which catalyst facilitates the given reaction. (1) Reactant: C[O:2][C:3]([C:5]1([CH2:20][CH2:21][CH3:22])[CH2:11][CH2:10][CH:9]2[N:12]([C:13]([O:15][C:16]([CH3:19])([CH3:18])[CH3:17])=[O:14])[CH:6]1[CH2:7][CH2:8]2)=O.[H-].[Al+3].[Li+].[H-].[H-].[H-].C(C(C(C([O-])=O)O)O)([O-])=O.[Na+].[K+]. Product: [C:16]([O:15][C:13]([N:12]1[CH:9]2[CH2:8][CH2:7][CH:6]1[C:5]([CH2:3][OH:2])([CH2:20][CH2:21][CH3:22])[CH2:11][CH2:10]2)=[O:14])([CH3:18])([CH3:19])[CH3:17]. The catalyst class is: 7. (2) Reactant: [Br:1]N1C(=O)CCC1=O.[NH2:9][C:10]1[CH:11]=[CH:12][C:13]([C:16]([O:18][CH3:19])=[O:17])=[N:14][CH:15]=1. Product: [NH2:9][C:10]1[C:11]([Br:1])=[CH:12][C:13]([C:16]([O:18][CH3:19])=[O:17])=[N:14][CH:15]=1. The catalyst class is: 10. (3) Reactant: Br.[CH3:2][C:3]1[S:4][C:5]2[CH2:11][CH2:10][NH:9][CH2:8][CH2:7][C:6]=2[N:12]=1.[Li+].[F:14][C:15]1[CH:20]=[CH:19][C:18]([N:21]2[CH:25]=[C:24]([C:26]3[CH:31]=[CH:30][C:29]([F:32])=[CH:28][CH:27]=3)[N:23]=[C:22]2[CH2:33][C:34]([O-])=[O:35])=[CH:17][CH:16]=1.CN(C(ON1N=NC2C=CC=CC1=2)=[N+](C)C)C.[B-](F)(F)(F)F.CCN(C(C)C)C(C)C. Product: [F:14][C:15]1[CH:16]=[CH:17][C:18]([N:21]2[CH:25]=[C:24]([C:26]3[CH:31]=[CH:30][C:29]([F:32])=[CH:28][CH:27]=3)[N:23]=[C:22]2[CH2:33][C:34]([N:9]2[CH2:10][CH2:11][C:5]3[S:4][C:3]([CH3:2])=[N:12][C:6]=3[CH2:7][CH2:8]2)=[O:35])=[CH:19][CH:20]=1. The catalyst class is: 18. (4) Reactant: C(OC([C:11]1[C:19]2[C:18]3CCC(CO)O[C:17]=3[CH:16]=[CH:15][C:14]=2[NH:13][C:12]=1C)=O)C1C=CC=CC=1.C(Br)(Br)(Br)[Br:28].C1(P(C2C=CC=CC=2)C2C=CC=CC=2)C=CC=CC=1.C(Cl)Cl.CO. Product: [Br-:28].[NH:13]1[C:14]2[C:19](=[CH:18][CH:17]=[CH:16][CH:15]=2)[CH:11]=[CH:12]1. The catalyst class is: 2.